From a dataset of Reaction yield outcomes from USPTO patents with 853,638 reactions. Predict the reaction yield, written as a fraction of the theoretical maximum amount of product (1.0 means a 100% yield; for example, 0.34 means a 34% yield). (1) The reactants are [Br:1][C:2]1[CH:3]=[C:4]2[C:8](=[CH:9][CH:10]=1)[N:7]([C:11](=[O:32])[CH2:12][C@@H:13]([NH:24]C(OC(C)(C)C)=O)[C:14]([O:16][CH2:17][C:18]1[CH:23]=[CH:22][CH:21]=[CH:20][CH:19]=1)=[O:15])[CH:6]=[C:5]2/[C:33](/[C:45]#[N:46])=[CH:34]/[C:35]1[CH:40]=[C:39]([C:41]#[N:42])[CH:38]=[CH:37][C:36]=1[O:43][CH3:44].Cl.C1OCCOC1. The catalyst is CCO. The product is [CH2:17]([O:16][C:14](=[O:15])[C@H:13]([NH2:24])[CH2:12][C:11]([N:7]1[C:8]2[C:4](=[CH:3][C:2]([Br:1])=[CH:10][CH:9]=2)[C:5](/[C:33](/[C:45]#[N:46])=[CH:34]/[C:35]2[CH:40]=[C:39]([C:41]#[N:42])[CH:38]=[CH:37][C:36]=2[O:43][CH3:44])=[CH:6]1)=[O:32])[C:18]1[CH:23]=[CH:22][CH:21]=[CH:20][CH:19]=1. The yield is 0.620. (2) The reactants are Br[C:2]1[C:7](=[O:8])[N:6]([CH2:9][C:10]2[CH:15]=[CH:14][C:13]([C:16]3[C:17]([C:22]#[N:23])=[CH:18][CH:19]=[CH:20][CH:21]=3)=[CH:12][CH:11]=2)[C:5]([CH2:24][CH2:25][CH3:26])=[N:4][C:3]=1[CH2:27][CH3:28].[F:29][C:30]1[CH:35]=[CH:34][C:33]([F:36])=[CH:32][C:31]=1[OH:37].[OH-].[K+].CS(C)=O. The yield is 0.520. The product is [F:29][C:30]1[CH:35]=[CH:34][C:33]([F:36])=[CH:32][C:31]=1[O:37][C:2]1[C:7](=[O:8])[N:6]([CH2:9][C:10]2[CH:15]=[CH:14][C:13]([C:16]3[C:17]([C:22]#[N:23])=[CH:18][CH:19]=[CH:20][CH:21]=3)=[CH:12][CH:11]=2)[C:5]([CH2:24][CH2:25][CH3:26])=[N:4][C:3]=1[CH2:27][CH3:28]. The catalyst is C(OCC)(=O)C. (3) The reactants are [CH:1]1[C:14]2[S:13][C:12]3[C:7](=[CH:8][CH:9]=[CH:10][CH:11]=3)[S:6](=[O:15])[C:5]=2[CH:4]=[CH:3][CH:2]=1.C([Li])CCC.C(NC(C)C)(C)C.Cl[Si:29]([CH3:32])([CH3:31])[CH3:30]. The catalyst is C1COCC1.C([N-]C(C)C)(C)C.[Li+].O. The product is [CH3:30][Si:29]([CH3:32])([CH3:31])[C:4]1[C:5]2[S:6](=[O:15])[C:7]3[C:12](=[CH:11][CH:10]=[CH:9][C:8]=3[Si:29]([CH3:32])([CH3:31])[CH3:30])[S:13][C:14]=2[CH:1]=[CH:2][CH:3]=1. The yield is 0.360. (4) The reactants are [Br:1][C:2]1[CH:3]=[C:4]2[C:8](=[CH:9][CH:10]=1)[N:7](C(=O)C)[CH2:6][CH2:5]2.C([O-])([O-])=O.[Na+].[Na+]. The catalyst is Cl. The product is [Br:1][C:2]1[CH:3]=[C:4]2[C:8](=[CH:9][CH:10]=1)[NH:7][CH2:6][CH2:5]2. The yield is 0.550. (5) The product is [C:1]([O:5][C:6]([N:8]([CH3:10])[NH:9][C:13]1[CH:14]=[C:15]([C:18]([F:20])([F:21])[F:19])[CH:16]=[CH:17][C:12]=1[F:11])=[O:7])([CH3:4])([CH3:3])[CH3:2]. The catalyst is ClCCCl.C([O-])(=O)C.[Cu+2].C([O-])(=O)C. The reactants are [C:1]([O:5][C:6]([N:8]([CH3:10])[NH2:9])=[O:7])([CH3:4])([CH3:3])[CH3:2].[F:11][C:12]1[CH:17]=[CH:16][C:15]([C:18]([F:21])([F:20])[F:19])=[CH:14][C:13]=1B(O)O.C(N(CC)CC)C. The yield is 0.310. (6) The reactants are Br[C:2]1[CH:10]=[C:9]2[C:5]([C:6]([C:20]([C:26]3[CH:27]=[C:28]4[C:32](=[CH:33][CH:34]=3)[N:31]([C:35]3[CH:40]=[CH:39][C:38]([F:41])=[CH:37][CH:36]=3)[N:30]=[CH:29]4)([OH:25])[C:21]([F:24])([F:23])[F:22])=[CH:7][N:8]2[CH2:11][C:12]2[CH:17]=[CH:16][C:15]([O:18][CH3:19])=[CH:14][CH:13]=2)=[CH:4][CH:3]=1.[CH2:42]([Sn](CCCC)(CCCC)C=C)[CH2:43]CC. The catalyst is C1(C)C=CC=CC=1. The product is [F:24][C:21]([F:22])([F:23])[C:20]([C:26]1[CH:27]=[C:28]2[C:32](=[CH:33][CH:34]=1)[N:31]([C:35]1[CH:40]=[CH:39][C:38]([F:41])=[CH:37][CH:36]=1)[N:30]=[CH:29]2)([C:6]1[C:5]2[C:9](=[CH:10][C:2]([CH:42]=[CH2:43])=[CH:3][CH:4]=2)[N:8]([CH2:11][C:12]2[CH:13]=[CH:14][C:15]([O:18][CH3:19])=[CH:16][CH:17]=2)[CH:7]=1)[OH:25]. The yield is 0.440. (7) The reactants are [NH2:1][C:2]1[C:10]2[C:5](=[CH:6][CH:7]=[CH:8][C:9]=2[F:11])[C:4]([C:19]2[CH:20]=[C:21]([CH:28]([F:30])[F:29])[C:22](=[O:27])[N:23]([CH2:25][CH3:26])[CH:24]=2)([C:12]2[CH:17]=[CH:16][CH:15]=[C:14](Br)[CH:13]=2)[N:3]=1.[F:31][C:32]1[CH:33]=[C:34](B(O)O)[CH:35]=[N:36][CH:37]=1.C(=O)([O-])[O-].[Cs+].[Cs+]. The catalyst is C1C=CC(P(C2C=CC=CC=2)[C-]2C=CC=C2)=CC=1.C1C=CC(P(C2C=CC=CC=2)[C-]2C=CC=C2)=CC=1.Cl[Pd]Cl.[Fe+2].COCCOC.CCO.O. The product is [NH2:1][C:2]1[C:10]2[C:5](=[CH:6][CH:7]=[CH:8][C:9]=2[F:11])[C:4]([C:19]2[CH:20]=[C:21]([CH:28]([F:30])[F:29])[C:22](=[O:27])[N:23]([CH2:25][CH3:26])[CH:24]=2)([C:12]2[CH:17]=[CH:16][CH:15]=[C:14]([C:34]3[CH:35]=[N:36][CH:37]=[C:32]([F:31])[CH:33]=3)[CH:13]=2)[N:3]=1. The yield is 0.610. (8) The yield is 0.440. The product is [NH2:20][CH:2]1[C:8]2=[N:9][C:10]([C:14]3[CH:19]=[CH:18][N:17]=[CH:16][N:15]=3)=[CH:11][C:12](=[O:13])[N:7]2[CH2:6][CH2:5][O:4][CH2:3]1. No catalyst specified. The reactants are Br[CH:2]1[C:8]2=[N:9][C:10]([C:14]3[CH:19]=[CH:18][N:17]=[CH:16][N:15]=3)=[CH:11][C:12](=[O:13])[N:7]2[CH2:6][CH2:5][O:4][CH2:3]1.[NH3:20].